From a dataset of Forward reaction prediction with 1.9M reactions from USPTO patents (1976-2016). Predict the product of the given reaction. (1) Given the reactants [CH:1]1([N:7]2[CH2:11][CH:10]([CH2:12][OH:13])[CH:9]([CH2:14][C:15]3[C:20]([Cl:21])=[CH:19][CH:18]=[CH:17][C:16]=3[Cl:22])[C:8]2=[O:23])[CH2:6][CH2:5][CH2:4][CH2:3][CH2:2]1.[C:24]1(O)[CH:29]=[CH:28][CH:27]=[CH:26][CH:25]=1.C1(P(C2C=CC=CC=2)C2C=CC=CC=2)C=CC=CC=1.N(C(OCC)=O)=NC(OCC)=O, predict the reaction product. The product is: [CH:1]1([N:7]2[CH2:11][CH:10]([CH2:12][O:13][C:24]3[CH:29]=[CH:28][CH:27]=[CH:26][CH:25]=3)[CH:9]([CH2:14][C:15]3[C:20]([Cl:21])=[CH:19][CH:18]=[CH:17][C:16]=3[Cl:22])[C:8]2=[O:23])[CH2:2][CH2:3][CH2:4][CH2:5][CH2:6]1. (2) Given the reactants [Cl:1][C:2]1[CH:7]=[CH:6][C:5]([C:8]2[CH:9]=[N:10][CH:11]=[C:12]3[C:17]=2[N:16]=[C:15]([C:18]([OH:20])=O)[CH:14]=[CH:13]3)=[CH:4][CH:3]=1.C(Cl)(=O)C(Cl)=O.[CH3:27][S:28]([C:31]1[CH:36]=[CH:35][CH:34]=[CH:33][C:32]=1[CH2:37][NH2:38])(=[O:30])=[O:29].C(N(CC)CC)C, predict the reaction product. The product is: [Cl:1][C:2]1[CH:3]=[CH:4][C:5]([C:8]2[CH:9]=[N:10][CH:11]=[C:12]3[C:17]=2[N:16]=[C:15]([C:18]([NH:38][CH2:37][C:32]2[CH:33]=[CH:34][CH:35]=[CH:36][C:31]=2[S:28]([CH3:27])(=[O:30])=[O:29])=[O:20])[CH:14]=[CH:13]3)=[CH:6][CH:7]=1. (3) Given the reactants Cl[C:2]1[C:11]2[CH2:10][CH2:9][CH2:8][CH2:7][C:6]=2[C:5]([Cl:12])=[N:4][N:3]=1.[Cl-].[F:14][C:15]1[CH:22]=[CH:21][C:18]([CH2:19][Zn+])=[CH:17][CH:16]=1, predict the reaction product. The product is: [Cl:12][C:5]1[C:6]2[CH2:7][CH2:8][CH2:9][CH2:10][C:11]=2[C:2]([CH2:19][C:18]2[CH:21]=[CH:22][C:15]([F:14])=[CH:16][CH:17]=2)=[N:3][N:4]=1. (4) The product is: [Cl:1][C:2]1[N:7]=[C:6]([N:8]2[C@@H:12]([C@H:13]([O:15][CH3:18])[CH3:14])[CH2:11][O:10][C:9]2=[O:16])[CH:5]=[C:4]([Cl:17])[N:3]=1. Given the reactants [Cl:1][C:2]1[N:7]=[C:6]([N:8]2[C@@H:12]([C@H:13]([OH:15])[CH3:14])[CH2:11][O:10][C:9]2=[O:16])[CH:5]=[C:4]([Cl:17])[N:3]=1.[CH2:18](Cl)Cl.F[B-](F)(F)F.[H+].C[Si](C=[N+]=[N-])(C)C, predict the reaction product. (5) Given the reactants Cl.[NH2:2][CH2:3][CH:4]([C:6]1[CH:7]=[C:8]([OH:12])[CH:9]=[CH:10][CH:11]=1)[OH:5].[CH2:13]=O.Cl.[C:16](O[C:16]([O:18][C:19]([CH3:22])([CH3:21])[CH3:20])=[O:17])([O:18][C:19]([CH3:22])([CH3:21])[CH3:20])=[O:17].[OH-].[Na+], predict the reaction product. The product is: [OH:5][CH:4]1[C:6]2[C:11](=[CH:10][CH:9]=[C:8]([OH:12])[CH:7]=2)[CH2:13][N:2]([C:16]([O:18][C:19]([CH3:22])([CH3:21])[CH3:20])=[O:17])[CH2:3]1.